From a dataset of Catalyst prediction with 721,799 reactions and 888 catalyst types from USPTO. Predict which catalyst facilitates the given reaction. Reactant: [CH3:1][C:2]1[CH:7]=[C:6]([CH3:8])[C:5]([N+:9]([O-:11])=[O:10])=[CH:4][C:3]=1[NH2:12].[N:13]([O-])=O.[Na+]. Product: [CH3:8][C:6]1[CH:7]=[C:2]2[C:3](=[CH:4][C:5]=1[N+:9]([O-:11])=[O:10])[NH:12][N:13]=[CH:1]2. The catalyst class is: 86.